Dataset: Reaction yield outcomes from USPTO patents with 853,638 reactions. Task: Predict the reaction yield, written as a fraction of the theoretical maximum amount of product (1.0 means a 100% yield; for example, 0.34 means a 34% yield). (1) The reactants are [NH2:1][C@H:2]1[CH2:7][CH2:6][C@H:5]([OH:8])[CH2:4][CH2:3]1.[C:9]([O:13][C:14](O[C:14]([O:13][C:9]([CH3:12])([CH3:11])[CH3:10])=[O:15])=[O:15])([CH3:12])([CH3:11])[CH3:10]. The catalyst is C(#N)C. The product is [OH:8][C@H:5]1[CH2:6][CH2:7][C@H:2]([NH:1][C:14](=[O:15])[O:13][C:9]([CH3:12])([CH3:11])[CH3:10])[CH2:3][CH2:4]1. The yield is 0.840. (2) The reactants are [CH2:1]([O:8][C:9]1[CH:13]=[C:12]([C:14]([O:16]CC2C=CC=CC=2)=[O:15])[N:11]([C:24]2[CH:29]=[CH:28][CH:27]=[CH:26][CH:25]=2)[N:10]=1)[C:2]1[CH:7]=[CH:6][CH:5]=[CH:4][CH:3]=1.[OH-].[Na+].O1CCCC1.Cl. The catalyst is C(O)C. The product is [CH2:1]([O:8][C:9]1[CH:13]=[C:12]([C:14]([OH:16])=[O:15])[N:11]([C:24]2[CH:29]=[CH:28][CH:27]=[CH:26][CH:25]=2)[N:10]=1)[C:2]1[CH:3]=[CH:4][CH:5]=[CH:6][CH:7]=1. The yield is 0.950. (3) The reactants are [CH3:1][O:2][C:3]1[CH:8]=[CH:7][C:6]([NH:9][CH2:10][C:11]([NH:13][C:14]2[C:15]([C:22]3[CH:27]=[CH:26][C:25]([N:28]([CH3:30])[CH3:29])=[CH:24][CH:23]=3)=[N:16][C:17]([O:20][CH3:21])=[CH:18][CH:19]=2)=[O:12])=[CH:5][CH:4]=1.C(OCC)(=O)C.C(=O)(O)[O-].[Na+].[Br:42][CH:43]([CH3:47])[C:44](Cl)=[O:45]. The catalyst is O. The product is [Br:42][CH:43]([CH3:47])[C:44]([N:9]([CH2:10][C:11]([NH:13][C:14]1[C:15]([C:22]2[CH:23]=[CH:24][C:25]([N:28]([CH3:30])[CH3:29])=[CH:26][CH:27]=2)=[N:16][C:17]([O:20][CH3:21])=[CH:18][CH:19]=1)=[O:12])[C:6]1[CH:5]=[CH:4][C:3]([O:2][CH3:1])=[CH:8][CH:7]=1)=[O:45]. The yield is 0.670. (4) The reactants are [C:1]1([N:7]2[C:12](=[O:13])[C:11]3[S:14][CH:15]=[C:16]([C:17]4[CH:22]=[CH:21][CH:20]=[CH:19][CH:18]=4)[C:10]=3[N:9]=[CH:8]2)[CH:6]=[CH:5][CH:4]=[CH:3][CH:2]=1.NC1C(C2C=CC=CC=2OC)=CSC=1C([O:39][CH3:40])=O.C(OCC)(OCC)OCC.[Cl:51]C1C=CC(N)=CC=1. The catalyst is C(O)(=O)C. The product is [Cl:51][C:4]1[CH:5]=[CH:6][C:1]([N:7]2[C:12](=[O:13])[C:11]3[S:14][CH:15]=[C:16]([C:17]4[CH:18]=[CH:19][CH:20]=[CH:21][C:22]=4[O:39][CH3:40])[C:10]=3[N:9]=[CH:8]2)=[CH:2][CH:3]=1. The yield is 0.705.